Dataset: Forward reaction prediction with 1.9M reactions from USPTO patents (1976-2016). Task: Predict the product of the given reaction. (1) Given the reactants C[O:2][C:3]([C:5]1[C:22]([NH:23][C:24]2[CH:29]=[CH:28][C:27]([Br:30])=[CH:26][C:25]=2[Cl:31])=[C:21]([F:32])[C:8]2[N:9]=[CH:10][N:11]([CH2:12][CH2:13][C:14](=[O:20])[N:15]3[CH2:19][CH2:18][CH2:17][CH2:16]3)[C:7]=2[CH:6]=1)=[O:4].[Li+].[OH-].Cl, predict the reaction product. The product is: [Br:30][C:27]1[CH:28]=[CH:29][C:24]([NH:23][C:22]2[C:5]([C:3]([OH:4])=[O:2])=[CH:6][C:7]3[N:11]([CH2:12][CH2:13][C:14](=[O:20])[N:15]4[CH2:19][CH2:18][CH2:17][CH2:16]4)[CH:10]=[N:9][C:8]=3[C:21]=2[F:32])=[C:25]([Cl:31])[CH:26]=1. (2) Given the reactants [CH3:1][C:2]1[CH:3]=[C:4]([CH:9]([C:11]2[CH:16]=[C:15]([CH3:17])[CH:14]=[C:13]([CH3:18])[CH:12]=2)[OH:10])[CH:5]=[C:6]([CH3:8])[CH:7]=1, predict the reaction product. The product is: [CH3:18][C:13]1[CH:12]=[C:11]([C:9]([C:4]2[CH:3]=[C:2]([CH3:1])[CH:7]=[C:6]([CH3:8])[CH:5]=2)=[O:10])[CH:16]=[C:15]([CH3:17])[CH:14]=1. (3) Given the reactants [Cl:1][C:2]1[CH:7]=[CH:6][N:5]2[N:8]=[CH:9][CH:10]=[C:4]2[N:3]=1.[Br:11]N1C(=O)CCC1=O.O, predict the reaction product. The product is: [Br:11][C:10]1[CH:9]=[N:8][N:5]2[CH:6]=[CH:7][C:2]([Cl:1])=[N:3][C:4]=12. (4) Given the reactants [Cl:1][C:2]1[CH:7]=[CH:6][CH:5]=[CH:4][C:3]=1[C:8]1[C:12]([C:13]([N:15](C(OC(C)(C)C)=O)C(OC(C)(C)C)=O)=[O:14])=[CH:11][N:10]([C:30]2[CH:35]=[CH:34][N:33]=[C:32](Cl)[CH:31]=2)[N:9]=1.[C:37]([NH2:40])(=[O:39])[CH3:38].CC1(C)C2C(=C(P(C3C=CC=CC=3)C3C=CC=CC=3)C=CC=2)OC2C(P(C3C=CC=CC=3)C3C=CC=CC=3)=CC=CC1=2.C(=O)([O-])[O-].[Cs+].[Cs+], predict the reaction product. The product is: [C:37]([NH:40][C:32]1[CH:31]=[C:30]([N:10]2[CH:11]=[C:12]([C:13]([NH2:15])=[O:14])[C:8]([C:3]3[CH:4]=[CH:5][CH:6]=[CH:7][C:2]=3[Cl:1])=[N:9]2)[CH:35]=[CH:34][N:33]=1)(=[O:39])[CH3:38]. (5) Given the reactants [CH2:1]([O:8][C:9]1[C:14]([C:15]#N)=[C:13]([CH2:17][O:18][Si:19]([C:22]([CH3:25])([CH3:24])[CH3:23])([CH3:21])[CH3:20])[CH:12]=[C:11]([CH3:26])[N:10]=1)[C:2]1[CH:7]=[CH:6][CH:5]=[CH:4][CH:3]=1.[BH4-].[Na+].C[OH:30], predict the reaction product. The product is: [CH2:1]([O:8][C:9]1[C:14]([CH2:15][OH:30])=[C:13]([CH2:17][O:18][Si:19]([C:22]([CH3:25])([CH3:24])[CH3:23])([CH3:21])[CH3:20])[CH:12]=[C:11]([CH3:26])[N:10]=1)[C:2]1[CH:7]=[CH:6][CH:5]=[CH:4][CH:3]=1. (6) Given the reactants [NH2:1][C:2]1[NH:3][C:4](=[O:34])[C:5]2[S:10][C:9](=[O:11])[N:8]([C@@H:12]3[O:24][C@H:23]([CH2:25][O:26][Si](C(C)(C)C)(C)C)[C@@H:18]([O:19][C:20](=[O:22])[CH3:21])[C@H:13]3[O:14][C:15](=[O:17])[CH3:16])[C:6]=2[N:7]=1.[F-].C([N+](CCCC)(CCCC)CCCC)CCC, predict the reaction product. The product is: [NH2:1][C:2]1[NH:3][C:4](=[O:34])[C:5]2[S:10][C:9](=[O:11])[N:8]([C@@H:12]3[O:24][C@H:23]([CH2:25][OH:26])[C@@H:18]([O:19][C:20](=[O:22])[CH3:21])[C@H:13]3[O:14][C:15](=[O:17])[CH3:16])[C:6]=2[N:7]=1. (7) Given the reactants [N:1]1[CH:2]=[C:3]([CH2:10][C:11]([OH:13])=O)[N:4]2[CH:9]=[CH:8][CH:7]=[CH:6][C:5]=12.[CH3:14][NH:15][C@H:16]1[CH2:35][N:20]2[C:21]3[C:26]([C:27]([CH2:28][C:29]([O:31]CCC)=[O:30])=[C:19]2[CH2:18][CH2:17]1)=[CH:25][CH:24]=[CH:23][CH:22]=3, predict the reaction product. The product is: [N:1]1[CH:2]=[C:3]([CH2:10][C:11]([N:15]([CH3:14])[C@H:16]2[CH2:35][N:20]3[C:21]4[C:26]([C:27]([CH2:28][C:29]([OH:31])=[O:30])=[C:19]3[CH2:18][CH2:17]2)=[CH:25][CH:24]=[CH:23][CH:22]=4)=[O:13])[N:4]2[CH:9]=[CH:8][CH:7]=[CH:6][C:5]=12.